Dataset: Full USPTO retrosynthesis dataset with 1.9M reactions from patents (1976-2016). Task: Predict the reactants needed to synthesize the given product. (1) The reactants are: [O:1]=[C:2]1[N:6]([C:7]2[CH:8]=[CH:9][C:10]3[O:11][CH2:12][C:13](=[O:17])[NH:14][C:15]=3[N:16]=2)[CH2:5][CH:4](C(O)=O)[CH2:3]1.C1(P(N=[N+]=[N-])(C2C=CC=CC=2)=[O:28])C=CC=CC=1.C([N:40]([CH2:43]C)CC)C.[CH2:45]([OH:52])[C:46]1[CH:51]=[CH:50][CH:49]=[CH:48][CH:47]=1. Given the product [CH2:45]([O:52][C:43](=[O:28])[NH:40][CH:4]1[CH2:3][C:2](=[O:1])[N:6]([C:7]2[CH:8]=[CH:9][C:10]3[O:11][CH2:12][C:13](=[O:17])[NH:14][C:15]=3[N:16]=2)[CH2:5]1)[C:46]1[CH:51]=[CH:50][CH:49]=[CH:48][CH:47]=1, predict the reactants needed to synthesize it. (2) Given the product [CH3:1][O:2][C:3]1[CH:8]=[CH:7][CH:6]=[C:5]([CH2:9][N:10]2[CH2:11][CH2:12][O:13][CH2:14][CH2:15]2)[C:4]=1[O:16][CH2:24][CH2:25][CH2:26][CH2:27][CH2:28][S:29][C:30]1[C:39]2[C:34](=[CH:35][C:36]([C:40]([F:43])([F:41])[F:42])=[CH:37][CH:38]=2)[N:33]=[CH:32][CH:31]=1, predict the reactants needed to synthesize it. The reactants are: [CH3:1][O:2][C:3]1[CH:8]=[CH:7][CH:6]=[C:5]([CH2:9][N:10]2[CH2:15][CH2:14][O:13][CH2:12][CH2:11]2)[C:4]=1[OH:16].C(=O)([O-])[O-].[Cs+].[Cs+].Br[CH2:24][CH2:25][CH2:26][CH2:27][CH2:28][S:29][C:30]1[C:39]2[C:34](=[CH:35][C:36]([C:40]([F:43])([F:42])[F:41])=[CH:37][CH:38]=2)[N:33]=[CH:32][CH:31]=1. (3) Given the product [C:1]([O:5][C:6](=[O:18])[NH:7][CH2:8][CH:9]1[CH2:14][CH2:13][N:12]([CH2:15][CH2:16][NH2:17])[CH2:11][CH2:10]1)([CH3:4])([CH3:2])[CH3:3], predict the reactants needed to synthesize it. The reactants are: [C:1]([O:5][C:6](=[O:18])[NH:7][CH2:8][CH:9]1[CH2:14][CH2:13][N:12]([CH2:15][C:16]#[N:17])[CH2:11][CH2:10]1)([CH3:4])([CH3:3])[CH3:2]. (4) Given the product [CH3:40][O:39][N:38]=[CH:37][CH2:36][O:35][C:32]1[CH:33]=[CH:34][C:29]([CH2:28][C:23]2[CH:22]=[C:21]([C@H:6]3[C@H:5]([OH:4])[C@@H:10]([OH:11])[C@H:9]([OH:15])[C@@H:8]([O:19][CH3:20])[O:7]3)[CH:26]=[CH:25][C:24]=2[Cl:27])=[CH:30][CH:31]=1, predict the reactants needed to synthesize it. The reactants are: C([O:4][C@@H:5]1[C@@H:10]([O:11]C(=O)C)[C@H:9]([O:15]C(=O)C)[C@@H:8]([O:19][CH3:20])[O:7][C@H:6]1[C:21]1[CH:26]=[CH:25][C:24]([Cl:27])=[C:23]([CH2:28][C:29]2[CH:34]=[CH:33][C:32]([O:35][CH2:36][CH:37]=[N:38][O:39][CH3:40])=[CH:31][CH:30]=2)[CH:22]=1)(=O)C.O.[OH-].[Li+].